The task is: Predict the reactants needed to synthesize the given product.. This data is from Full USPTO retrosynthesis dataset with 1.9M reactions from patents (1976-2016). (1) Given the product [CH3:15][O:14][N:13]=[C:11]1[CH2:12][N:8]([C:6]([C:30]2[CH:29]=[CH:28][C:27]([C:22]3[CH:23]=[CH:24][CH:25]=[CH:26][C:21]=3[C:20]([F:19])([F:36])[F:37])=[CH:32][CH:31]=2)=[O:7])[C@H:9]([C:16]([O:18][CH3:38])=[O:17])[CH2:10]1, predict the reactants needed to synthesize it. The reactants are: C(O[C:6]([N:8]1[CH2:12][C:11](=[N:13][O:14][CH3:15])[CH2:10][C@H:9]1[C:16]([OH:18])=[O:17])=[O:7])(C)(C)C.[F:19][C:20]([F:37])([F:36])[C:21]1[CH:26]=[CH:25][CH:24]=[CH:23][C:22]=1[C:27]1[CH:32]=[CH:31][C:30](C(O)=O)=[CH:29][CH:28]=1.[CH3:38]O. (2) Given the product [NH2:15][C@@H:12]1[CH2:11][CH2:10][C@H:9]([N:8]([CH3:23])[C:6]2[C:5]([CH3:24])=[C:4]([CH:3]=[C:2]([Br:1])[CH:7]=2)[C:25]([NH:26][CH2:27][C:28]2[C:29](=[O:36])[NH:30][C:31]([CH3:35])=[CH:32][C:33]=2[CH3:34])=[O:37])[CH2:14][CH2:13]1, predict the reactants needed to synthesize it. The reactants are: [Br:1][C:2]1[CH:3]=[C:4]([C:25](=[O:37])[NH:26][CH2:27][C:28]2[C:29](=[O:36])[NH:30][C:31]([CH3:35])=[CH:32][C:33]=2[CH3:34])[C:5]([CH3:24])=[C:6]([N:8]([CH3:23])[C@@H:9]2[CH2:14][CH2:13][C@H:12]([NH:15]C(=O)OC(C)(C)C)[CH2:11][CH2:10]2)[CH:7]=1.C(O)(C(F)(F)F)=O.